This data is from Forward reaction prediction with 1.9M reactions from USPTO patents (1976-2016). The task is: Predict the product of the given reaction. (1) Given the reactants [CH3:1][O:2][C:3](=[O:12])[C:4]1[CH:9]=[CH:8][C:7]([CH:10]=[O:11])=[CH:6][CH:5]=1.[CH2:13]([Mg]Br)[CH:14]([CH3:16])[CH3:15], predict the reaction product. The product is: [CH3:1][O:2][C:3](=[O:12])[C:4]1[CH:9]=[CH:8][C:7]([CH:10]([OH:11])[CH2:13][CH:14]([CH3:16])[CH3:15])=[CH:6][CH:5]=1. (2) Given the reactants [CH:1]1[C:10]2[C:5](=[CH:6][CH:7]=[CH:8][CH:9]=2)[CH:4]=[CH:3][C:2]=1[CH2:11][CH2:12][CH2:13][C:14]1[O:18][N:17]=[C:16]([C:19]([O:21]CC)=[O:20])[CH:15]=1.O.[OH-].[K+], predict the reaction product. The product is: [CH:1]1[C:10]2[C:5](=[CH:6][CH:7]=[CH:8][CH:9]=2)[CH:4]=[CH:3][C:2]=1[CH2:11][CH2:12][CH2:13][C:14]1[O:18][N:17]=[C:16]([C:19]([OH:21])=[O:20])[CH:15]=1. (3) Given the reactants C(N(C(C)C)CC)(C)C.[Cl:10][C:11]1[C:16]([C:17]2[CH:22]=[CH:21][CH:20]=[CH:19][CH:18]=2)=[N:15][N:14]=[C:13]2[N:23]([CH2:32][C:33](O)=[O:34])[N:24]=[C:25]([C:26]3[CH:31]=[CH:30][CH:29]=[CH:28][CH:27]=3)[C:12]=12.Cl.[CH3:37][N:38]([CH3:47])[CH2:39][CH2:40][CH2:41][N:42]=[C:43]=NCC.OC1C=CC=C[N+]=1[O-], predict the reaction product. The product is: [Cl:10][C:11]1[C:16]([C:17]2[CH:18]=[CH:19][CH:20]=[CH:21][CH:22]=2)=[N:15][N:14]=[C:13]2[N:23]([CH2:32][C:33]([N:42]3[CH2:41][CH2:40][CH:39]([N:38]([CH3:47])[CH3:37])[CH2:43]3)=[O:34])[N:24]=[C:25]([C:26]3[CH:27]=[CH:28][CH:29]=[CH:30][CH:31]=3)[C:12]=12. (4) Given the reactants [NH2:1][C:2]1[CH:7]=[CH:6][C:5]([C:8]([OH:17])([C:13]([F:16])([F:15])[F:14])[C:9]([F:12])([F:11])[F:10])=[CH:4][CH:3]=1.[C:18]([O:22][C:23]([N:25]1[CH2:29][CH2:28][CH2:27][C@H:26]1[CH2:30]O)=[O:24])([CH3:21])([CH3:20])[CH3:19].C1C=CC(P(C2C=CC=CC=2)C2C=CC=CC=2)=CC=1.CCOC(/N=N/C(OCC)=O)=O, predict the reaction product. The product is: [C:18]([O:22][C:23]([N:25]1[CH2:29][CH2:28][CH2:27][C@H:26]1[CH2:30][O:17][C:8]([C:5]1[CH:4]=[CH:3][C:2]([NH2:1])=[CH:7][CH:6]=1)([C:9]([F:10])([F:11])[F:12])[C:13]([F:14])([F:15])[F:16])=[O:24])([CH3:21])([CH3:19])[CH3:20]. (5) Given the reactants [Cl:1][C:2]1[N:10]=[C:9]2[C:5]([N:6]=[C:7]([CH2:12][CH:13]=O)[N:8]2[CH3:11])=[C:4]([N:15]2[CH2:20][CH2:19][O:18][CH2:17][CH2:16]2)[N:3]=1.[O:21]1[CH2:26][CH2:25][CH:24]([N:27]2[CH2:32][CH2:31][NH:30][CH2:29][CH2:28]2)[CH2:23][CH2:22]1.C(O[BH-](OC(=O)C)OC(=O)C)(=O)C.[Na+], predict the reaction product. The product is: [Cl:1][C:2]1[N:10]=[C:9]2[C:5]([N:6]=[C:7]([CH2:12][CH2:13][N:30]3[CH2:29][CH2:28][N:27]([CH:24]4[CH2:25][CH2:26][O:21][CH2:22][CH2:23]4)[CH2:32][CH2:31]3)[N:8]2[CH3:11])=[C:4]([N:15]2[CH2:20][CH2:19][O:18][CH2:17][CH2:16]2)[N:3]=1. (6) Given the reactants [CH3:1][O:2][C:3]([C:5]1[N:6]=[C:7](Br)[C:8]2[C:13]([C:14]=1[OH:15])=[CH:12][CH:11]=[C:10]([CH2:16][C:17]1[CH:22]=[CH:21][CH:20]=[CH:19][CH:18]=1)[CH:9]=2)=[O:4].[C:24]([Cu])#[N:25], predict the reaction product. The product is: [CH3:1][O:2][C:3]([C:5]1[N:6]=[C:7]([C:24]#[N:25])[C:8]2[C:13]([C:14]=1[OH:15])=[CH:12][CH:11]=[C:10]([CH2:16][C:17]1[CH:22]=[CH:21][CH:20]=[CH:19][CH:18]=1)[CH:9]=2)=[O:4]. (7) Given the reactants [Br:1][C:2]1[CH:3]=[C:4](/[C:9](/[CH3:29])=[CH:10]/[CH2:11][O:12][C:13]2[CH:18]=[CH:17][C:16]([CH2:19][C@H:20]([O:26][CH2:27][CH3:28])[C:21]([O:23]CC)=[O:22])=[CH:15][CH:14]=2)[CH:5]=[C:6]([Br:8])[CH:7]=1.[OH-].[Na+], predict the reaction product. The product is: [Br:1][C:2]1[CH:3]=[C:4](/[C:9](/[CH3:29])=[CH:10]/[CH2:11][O:12][C:13]2[CH:18]=[CH:17][C:16]([CH2:19][C@H:20]([O:26][CH2:27][CH3:28])[C:21]([OH:23])=[O:22])=[CH:15][CH:14]=2)[CH:5]=[C:6]([Br:8])[CH:7]=1. (8) Given the reactants [Br:1][C:2]1[CH:3]=[C:4]([C:13]([O:15]C)=O)[C:5](=[O:12])[NH:6][C:7]=1[C:8]([Cl:11])([F:10])[F:9].[NH2:17][CH2:18][CH:19]1[CH2:21][CH2:20]1.Cl, predict the reaction product. The product is: [Br:1][C:2]1[CH:3]=[C:4]([C:13]([NH:17][CH2:18][CH:19]2[CH2:21][CH2:20]2)=[O:15])[C:5](=[O:12])[NH:6][C:7]=1[C:8]([Cl:11])([F:9])[F:10].